Task: Predict the reactants needed to synthesize the given product.. Dataset: Full USPTO retrosynthesis dataset with 1.9M reactions from patents (1976-2016) (1) Given the product [Cl:1][C:2]1[CH:3]=[N:4][C:5]2[N:6]([N:8]=[C:9]([C:11]([N:21]3[CH2:20][CH2:19][N:18]4[N:14]=[CH:15][CH:16]=[C:17]4[CH2:22]3)=[O:13])[CH:10]=2)[CH:7]=1, predict the reactants needed to synthesize it. The reactants are: [Cl:1][C:2]1[CH:3]=[N:4][C:5]2[N:6]([N:8]=[C:9]([C:11]([OH:13])=O)[CH:10]=2)[CH:7]=1.[N:14]1[N:18]2[CH2:19][CH2:20][NH:21][CH2:22][C:17]2=[CH:16][CH:15]=1. (2) Given the product [Cl:1][C:2]1[CH:3]=[CH:4][C:5]([C:8]2[CH:9]=[N:10][CH:11]=[C:12]3[C:17]=2[N:16]=[C:15]([C:18]([N:42]([CH2:43][CH:44]2[CH2:40][CH2:45]2)[CH3:41])=[O:20])[CH:14]=[CH:13]3)=[CH:6][CH:7]=1, predict the reactants needed to synthesize it. The reactants are: [Cl:1][C:2]1[CH:7]=[CH:6][C:5]([C:8]2[CH:9]=[N:10][CH:11]=[C:12]3[C:17]=2[N:16]=[C:15]([C:18]([OH:20])=O)[CH:14]=[CH:13]3)=[CH:4][CH:3]=1.C(N(CC)C(C)C)(C)C.F[P-](F)(F)(F)(F)F.N1(OC(N(C)C)=[N+](C)C)[C:41]2[N:42]=[CH:43][CH:44]=[CH:45][C:40]=2N=N1.C1(CNC)CC1. (3) Given the product [OH:1][C:2]1[C:11]([CH:18]=[O:19])=[C:10]([CH:12]([CH3:13])[CH3:14])[CH:9]=[C:8]2[C:3]=1[C:4](=[O:17])[CH2:5][C:6]([CH3:15])([CH3:16])[O:7]2, predict the reactants needed to synthesize it. The reactants are: [OH:1][C:2]1[CH:11]=[C:10]([CH:12]([CH3:14])[CH3:13])[CH:9]=[C:8]2[C:3]=1[C:4](=[O:17])[CH2:5][C:6]([CH3:16])([CH3:15])[O:7]2.[CH3:18][O:19]C(Cl)Cl.